Dataset: Reaction yield outcomes from USPTO patents with 853,638 reactions. Task: Predict the reaction yield, written as a fraction of the theoretical maximum amount of product (1.0 means a 100% yield; for example, 0.34 means a 34% yield). (1) The reactants are Br[C:2]1[N:3]=[C:4]([S:14][CH3:15])[C:5](=[O:13])[N:6]([CH:8]([CH2:11][CH3:12])[CH2:9][CH3:10])[CH:7]=1.[CH3:16][Al](C)C. The catalyst is C1COCC1.Cl[Pd](Cl)([P](C1C=CC=CC=1)(C1C=CC=CC=1)C1C=CC=CC=1)[P](C1C=CC=CC=1)(C1C=CC=CC=1)C1C=CC=CC=1. The product is [CH2:9]([CH:8]([N:6]1[CH:7]=[C:2]([CH3:16])[N:3]=[C:4]([S:14][CH3:15])[C:5]1=[O:13])[CH2:11][CH3:12])[CH3:10]. The yield is 0.730. (2) The yield is 0.810. The reactants are [CH2:1]([Li])CCC.[CH:6]([O:9][C:10]1[CH:17]=[CH:16][C:15]([O:18][CH:19]([CH3:21])[CH3:20])=[CH:14][C:11]=1[CH:12]=O)([CH3:8])[CH3:7].O. The catalyst is O1CCCC1. The product is [CH:6]([O:9][C:10]1[CH:17]=[CH:16][C:15]([O:18][CH:19]([CH3:21])[CH3:20])=[CH:14][C:11]=1[CH:12]=[CH2:1])([CH3:8])[CH3:7]. (3) The reactants are [C:1]1([S:7](Cl)(=[O:9])=[O:8])[CH:6]=[CH:5][CH:4]=[CH:3][CH:2]=1.[NH:11]1[C:19]2[C:14](=[CH:15][CH:16]=[CH:17][CH:18]=2)[CH2:13][CH2:12]1.CCN(CC)CC. The catalyst is CN(C1C=CN=CC=1)C.C(Cl)Cl. The product is [C:1]1([S:7]([N:11]2[C:19]3[C:14](=[CH:15][CH:16]=[CH:17][CH:18]=3)[CH2:13][CH2:12]2)(=[O:9])=[O:8])[CH:6]=[CH:5][CH:4]=[CH:3][CH:2]=1. The yield is 0.960. (4) The reactants are [NH2:1][C:2]1[C:3]([OH:13])=[C:4]([S:9]([NH2:12])(=[O:11])=[O:10])[C:5]([Cl:8])=[CH:6][CH:7]=1.[N:14]([CH2:17][C:18]([O:20][CH2:21][CH3:22])=[O:19])=[C:15]=[O:16]. The catalyst is CN(C)C=O.C(OCC)(=O)C. The product is [NH2:12][S:9]([C:4]1[C:3]([OH:13])=[C:2]([NH:1][C:15]([NH:14][CH2:17][C:18]([O:20][CH2:21][CH3:22])=[O:19])=[O:16])[CH:7]=[CH:6][C:5]=1[Cl:8])(=[O:11])=[O:10]. The yield is 0.0700. (5) The yield is 0.550. The catalyst is C1COCC1. The product is [CH:8](=[C:15]1/[CH2:16][C:17]2([CH2:41][CH3:42])[C:23]3=[CH:24][C:25]4[CH:26]=[N:27][N:28]([C:31]5[CH:32]=[CH:33][C:34]([F:37])=[CH:35][CH:36]=5)[C:29]=4[CH:30]=[C:22]3[CH2:21][CH2:20][CH2:19][CH:18]2[CH2:38][C:39]/1([CH3:5])[OH:40])/[C:9]1[CH:10]=[CH:11][CH:12]=[CH:13][CH:14]=1. The reactants are [Cl-].[Ce+3].[Cl-].[Cl-].[CH3:5][Mg]Br.[CH:8](=[C:15]1/[CH2:16][C:17]2([CH2:41][CH3:42])[C:23]3=[CH:24][C:25]4[CH:26]=[N:27][N:28]([C:31]5[CH:36]=[CH:35][C:34]([F:37])=[CH:33][CH:32]=5)[C:29]=4[CH:30]=[C:22]3[CH2:21][CH2:20][CH2:19][CH:18]2[CH2:38][C:39]/1=[O:40])/[C:9]1[CH:14]=[CH:13][CH:12]=[CH:11][CH:10]=1. (6) The reactants are [H-].[Na+].[C:3]([O:7][C:8]([N:10]1[CH2:14][C@H:13]([OH:15])[CH2:12][C@@H:11]1[C@H:16]1[O:20][C:19]([CH3:22])([CH3:21])[N:18]([C:23](=[O:25])[CH3:24])[C@H:17]1[CH2:26][C:27]1[CH:32]=[C:31]([F:33])[CH:30]=[C:29]([F:34])[CH:28]=1)=[O:9])([CH3:6])([CH3:5])[CH3:4].Br[CH2:36][C:37]1[CH:42]=[CH:41][CH:40]=[C:39]([O:43][C:44]([F:47])([F:46])[F:45])[CH:38]=1. The catalyst is CN(C)C=O. The product is [C:3]([O:7][C:8]([N:10]1[CH2:14][C@H:13]([O:15][CH2:36][C:37]2[CH:42]=[CH:41][CH:40]=[C:39]([O:43][C:44]([F:45])([F:46])[F:47])[CH:38]=2)[CH2:12][C@@H:11]1[C@H:16]1[O:20][C:19]([CH3:21])([CH3:22])[N:18]([C:23](=[O:25])[CH3:24])[C@H:17]1[CH2:26][C:27]1[CH:28]=[C:29]([F:34])[CH:30]=[C:31]([F:33])[CH:32]=1)=[O:9])([CH3:4])([CH3:5])[CH3:6]. The yield is 1.00.